This data is from CYP3A4 substrate classification data from Carbon-Mangels et al.. The task is: Regression/Classification. Given a drug SMILES string, predict its absorption, distribution, metabolism, or excretion properties. Task type varies by dataset: regression for continuous measurements (e.g., permeability, clearance, half-life) or binary classification for categorical outcomes (e.g., BBB penetration, CYP inhibition). Dataset: cyp3a4_substrate_carbonmangels. (1) The drug is NNc1nncc2ccccc12. The result is 0 (non-substrate). (2) The drug is CC(C)(C)NC(=O)[C@@H]1CN(Cc2cccnc2)CCN1C[C@@H](O)C[C@@H](Cc1ccccc1)C(=O)N[C@H]1c2ccccc2C[C@H]1O. The result is 1 (substrate).